The task is: Predict the reaction yield, written as a fraction of the theoretical maximum amount of product (1.0 means a 100% yield; for example, 0.34 means a 34% yield).. This data is from Reaction yield outcomes from USPTO patents with 853,638 reactions. The reactants are [CH:1]1[C:10]2[C:5](=[CH:6][CH:7]=[CH:8][CH:9]=2)[CH:4]=[C:3]([C:11]([OH:13])=O)[N:2]=1.CN(C(ON1N=NC2C=CC=CC1=2)=[N+](C)C)C.F[P-](F)(F)(F)(F)F.CCN(C(C)C)C(C)C.[CH3:47][O:48][C:49]([C:51]1[C:59]2[N:58]=[C:57]([NH2:60])[NH:56][C:55]=2[C:54]([F:61])=[C:53]([O:62][CH2:63][CH3:64])[CH:52]=1)=[O:50]. The catalyst is CN(C=O)C. The product is [CH3:47][O:48][C:49]([C:51]1[C:59]2[NH:58][C:57]([NH:60][C:11]([C:3]3[N:2]=[CH:1][C:10]4[C:5]([CH:4]=3)=[CH:6][CH:7]=[CH:8][CH:9]=4)=[O:13])=[N:56][C:55]=2[C:54]([F:61])=[C:53]([O:62][CH2:63][CH3:64])[CH:52]=1)=[O:50]. The yield is 0.440.